Dataset: Forward reaction prediction with 1.9M reactions from USPTO patents (1976-2016). Task: Predict the product of the given reaction. Given the reactants [CH3:1][O:2][C:3]1[CH:8]=[CH:7][C:6]([CH2:9][NH2:10])=[CH:5][CH:4]=1, predict the reaction product. The product is: [CH3:1][O:2][CH:3]1[CH2:8][CH2:7][CH:6]([CH2:9][NH2:10])[CH2:5][CH2:4]1.